From a dataset of Full USPTO retrosynthesis dataset with 1.9M reactions from patents (1976-2016). Predict the reactants needed to synthesize the given product. (1) The reactants are: Br[C:2]1[N:7]=[C:6](Cl)[C:5]([NH2:9])=[CH:4][CH:3]=1.[N:10]1[CH:15]=[CH:14][CH:13]=[C:12](B(O)O)[CH:11]=1. Given the product [N:10]1[CH:15]=[CH:14][CH:13]=[C:12]([C:6]2[C:5]([NH2:9])=[CH:4][CH:3]=[C:2]([C:5]3[CH:6]=[N:7][CH:2]=[CH:3][CH:4]=3)[N:7]=2)[CH:11]=1, predict the reactants needed to synthesize it. (2) Given the product [NH2:1][C:2]1[O:6][N:5]=[C:4]([C:7]2[CH:12]=[CH:11][CH:10]=[C:9]([C:13]([F:16])([F:15])[F:14])[CH:8]=2)[C:3]=1[C:17]([OH:19])=[O:18], predict the reactants needed to synthesize it. The reactants are: [NH2:1][C:2]1[O:6][N:5]=[C:4]([C:7]2[CH:12]=[CH:11][CH:10]=[C:9]([C:13]([F:16])([F:15])[F:14])[CH:8]=2)[C:3]=1[C:17]([O-:19])=[O:18].[OH-].[Na+]. (3) The reactants are: [CH3:1][N:2]1[CH2:7][CH2:6][CH:5]([CH2:8][OH:9])[CH2:4][CH2:3]1.[C:10]1([C:16]2([N:21]=[C:22]=[O:23])[CH2:20][CH2:19][CH2:18][CH2:17]2)[CH:15]=[CH:14][CH:13]=[CH:12][CH:11]=1. Given the product [CH:8]([OH:9])=[O:23].[C:10]1([C:16]2([NH:21][C:22](=[O:23])[O:9][CH2:8][CH:5]3[CH2:6][CH2:7][N:2]([CH3:1])[CH2:3][CH2:4]3)[CH2:20][CH2:19][CH2:18][CH2:17]2)[CH:15]=[CH:14][CH:13]=[CH:12][CH:11]=1, predict the reactants needed to synthesize it. (4) Given the product [Cl:12][CH2:13][CH2:14][C:15]([C:6]1[CH:7]=[CH:8][C:9]([OH:11])=[C:10]2[C:5]=1[CH:4]=[CH:3][CH:2]=[N:1]2)=[O:16], predict the reactants needed to synthesize it. The reactants are: [N:1]1[C:10]2[C:5](=[CH:6][CH:7]=[CH:8][C:9]=2[OH:11])[CH:4]=[CH:3][CH:2]=1.[Cl:12][CH2:13][CH2:14][C:15](Cl)=[O:16]. (5) Given the product [Br:1][C:2]1[CH:7]=[CH:6][C:5]([N:8]2[CH2:13][CH2:12][N:11]([C:22]([O:24][C:25]([CH3:28])([CH3:27])[CH3:26])=[O:23])[CH2:10][CH2:9]2)=[C:4]([CH3:14])[CH:3]=1, predict the reactants needed to synthesize it. The reactants are: [Br:1][C:2]1[CH:7]=[CH:6][C:5]([N:8]2[CH2:13][CH2:12][NH:11][CH2:10][CH2:9]2)=[C:4]([CH3:14])[CH:3]=1.CCN(CC)CC.[C:22](O[C:22]([O:24][C:25]([CH3:28])([CH3:27])[CH3:26])=[O:23])([O:24][C:25]([CH3:28])([CH3:27])[CH3:26])=[O:23]. (6) Given the product [CH3:24][C@H:22]1[NH:23][C@@H:18]([CH3:17])[CH2:19][N:20]([C:25]([C:27]2[C:28]([CH3:34])=[C:29]([CH:32]=[C:9]3[C:8]4[C:12](=[CH:13][CH:14]=[CH:15][C:7]=4[C:1]4[CH:2]=[CH:3][CH:4]=[CH:5][CH:6]=4)[NH:11][C:10]3=[O:16])[NH:30][CH:31]=2)=[O:26])[CH2:21]1, predict the reactants needed to synthesize it. The reactants are: [C:1]1([C:7]2[CH:15]=[CH:14][CH:13]=[C:12]3[C:8]=2[CH2:9][C:10](=[O:16])[NH:11]3)[CH:6]=[CH:5][CH:4]=[CH:3][CH:2]=1.[CH3:17][C@H:18]1[NH:23][C@@H:22]([CH3:24])[CH2:21][N:20]([C:25]([C:27]2[C:28]([CH3:34])=[C:29]([CH:32]=O)[NH:30][CH:31]=2)=[O:26])[CH2:19]1. (7) Given the product [OH:1][C:2]1[CH:11]=[C:10]2[C:5]([C:6](=[O:14])[C:7]([CH3:13])=[C:8]([CH3:12])[O:9]2)=[C:4]([CH3:21])[CH:3]=1, predict the reactants needed to synthesize it. The reactants are: [OH:1][C:2]1[CH:11]=[C:10]2[C:5]([C:6](=[O:14])[C:7]([CH3:13])=[C:8]([CH3:12])[O:9]2)=[CH:4][CH:3]=1.[Cl-].[Al+3].[Cl-].[Cl-].O.Cl[CH3:21].